This data is from Peptide-MHC class I binding affinity with 185,985 pairs from IEDB/IMGT. The task is: Regression. Given a peptide amino acid sequence and an MHC pseudo amino acid sequence, predict their binding affinity value. This is MHC class I binding data. (1) The peptide sequence is GYCLTKWMI. The MHC is HLA-B15:01 with pseudo-sequence HLA-B15:01. The binding affinity (normalized) is 0.131. (2) The peptide sequence is GMHILLPLY. The MHC is HLA-A01:01 with pseudo-sequence HLA-A01:01. The binding affinity (normalized) is 0.0426. (3) The peptide sequence is TYSAGIVQI. The MHC is HLA-B57:01 with pseudo-sequence HLA-B57:01. The binding affinity (normalized) is 0.